This data is from Catalyst prediction with 721,799 reactions and 888 catalyst types from USPTO. The task is: Predict which catalyst facilitates the given reaction. Reactant: [NH2:1][C:2]1[CH:7]=[CH:6][C:5]([C:8]2[NH:12][N:11]=[C:10]([C:13]([F:22])([F:21])[C:14]([F:20])([F:19])[C:15]([O:17]C)=O)[N:9]=2)=[CH:4][CH:3]=1.[CH3:23][NH:24][CH3:25]. Product: [NH2:1][C:2]1[CH:3]=[CH:4][C:5]([C:8]2[NH:12][N:11]=[C:10]([C:13]([F:22])([F:21])[C:14]([F:20])([F:19])[C:15]([N:24]([CH3:25])[CH3:23])=[O:17])[N:9]=2)=[CH:6][CH:7]=1. The catalyst class is: 1.